Dataset: Catalyst prediction with 721,799 reactions and 888 catalyst types from USPTO. Task: Predict which catalyst facilitates the given reaction. (1) The catalyst class is: 735. Product: [CH3:71][C:72]1[O:73][C:74]([CH3:80])=[C:75]([C:6]([N:8]2[C@H:17]([C:18]([NH:19][C@@H:20]([CH2:21][C:22]3[CH:23]=[CH:24][C:25]([C:28]4[CH:33]=[CH:32][N:31]=[C:30]([CH3:34])[C:29]=4[CH3:35])=[CH:26][CH:27]=3)[C:36]([OH:38])=[O:37])=[O:40])[CH2:16][C:15]3[CH:14]=[C:13]4[O:41][CH2:42][C@H:43]([C:45]5[CH:46]=[CH:47][C:48]([O:51][CH2:52][C:53]6[CH:60]=[CH:59][CH:58]=[C:55]([CH3:56])[CH:54]=6)=[CH:49][CH:50]=5)[O:44][C:12]4=[CH:11][C:10]=3[CH2:9]2)=[O:7])[N:76]=1. Reactant: C(O[C:6]([N:8]1[C@H:17]([C:18](=[O:40])[NH:19][C@H:20]([C:36]([O:38]C)=[O:37])[CH2:21][C:22]2[CH:27]=[CH:26][C:25]([C:28]3[CH:33]=[CH:32][N:31]=[C:30]([CH3:34])[C:29]=3[CH3:35])=[CH:24][CH:23]=2)[CH2:16][C:15]2[CH:14]=[C:13]3[O:41][CH2:42][C@H:43]([C:45]4[CH:50]=[CH:49][C:48]([OH:51])=[CH:47][CH:46]=4)[O:44][C:12]3=[CH:11][C:10]=2[CH2:9]1)=[O:7])(C)(C)C.[CH3:52][C:53]1[CH:54]=[C:55]([CH:58]=[CH:59][CH:60]=1)[CH2:56]Br.C(=O)([O-])[O-].[K+].[K+].C(Cl)CCl.[CH3:71][C:72]1[O:73][C:74]([CH3:80])=[C:75](C(O)=O)[N:76]=1. (2) Reactant: [C:1]([C:5]1[N:6]=[CH:7][N:8]([CH3:10])[CH:9]=1)([CH3:4])([CH3:3])[CH3:2].C(N(CC)CC)C.Cl[C:19]([O:21][CH3:22])=[O:20].CCOC(C)=O. Product: [CH3:22][O:21][C:19]([C:7]1[N:8]([CH3:10])[CH:9]=[C:5]([C:1]([CH3:4])([CH3:3])[CH3:2])[N:6]=1)=[O:20]. The catalyst class is: 10. (3) Reactant: [N:1]([CH2:4][CH:5]1[O:9][C:8](=[O:10])[N:7]([C:11]2[CH:16]=[CH:15][C:14]([N:17]3[CH:21]=[C:20]([C:22]([CH3:30])([CH3:29])[O:23][SiH2:24][C:25]([CH3:28])([CH3:27])[CH3:26])[N:19]=[CH:18]3)=[C:13]([F:31])[CH:12]=2)[CH2:6]1)=[N+]=[N-].C1(P(C2C=CC=CC=2)C2C=CC=CC=2)C=CC=CC=1.O. Product: [NH2:1][CH2:4][CH:5]1[O:9][C:8](=[O:10])[N:7]([C:11]2[CH:16]=[CH:15][C:14]([N:17]3[CH:21]=[C:20]([C:22]([CH3:30])([CH3:29])[O:23][SiH2:24][C:25]([CH3:27])([CH3:26])[CH3:28])[N:19]=[CH:18]3)=[C:13]([F:31])[CH:12]=2)[CH2:6]1. The catalyst class is: 1. (4) The catalyst class is: 860. Reactant: OC1[C:11]2[CH2:10][S:9][N:8]=[C:7]([N:12](C(OC(C)(C)C)=O)C(OC(C)(C)C)=O)[C:6]3=[N:27][N:28]([CH2:30][C:31]4[C:36]([CH3:37])=[C:35]([O:38][CH3:39])[C:34]([CH3:40])=[CH:33][N:32]=4)[N:29]=[C:4]([C:5]=23)[CH2:3]1.ClCCl.ClC(Cl)(O[C:48](=[O:54])[O:49][C:50](Cl)(Cl)Cl)Cl.[CH3:56][NH2:57]. Product: [CH3:56][NH:57][C:48](=[O:54])[O:49][CH:50]1[C:11]2[CH2:10][S:9][N:8]=[C:7]([NH2:12])[C:6]3=[N:27][N:28]([CH2:30][C:31]4[C:36]([CH3:37])=[C:35]([O:38][CH3:39])[C:34]([CH3:40])=[CH:33][N:32]=4)[N:29]=[C:4]([C:5]=23)[CH2:3]1. (5) Reactant: [CH3:1][C:2]1[CH:7]=[CH:6][C:5]([N+:8]([O-])=O)=[CH:4][C:3]=1[NH:11][C:12](=[O:21])[CH:13]=[CH:14][C:15]1[CH:20]=[CH:19][CH:18]=[CH:17][N:16]=1.C(O)C.[Cl-].[NH4+].C(=O)([O-])[O-].[K+].[K+]. Product: [NH2:8][C:5]1[CH:6]=[CH:7][C:2]([CH3:1])=[C:3]([NH:11][C:12](=[O:21])/[CH:13]=[CH:14]/[C:15]2[CH:20]=[CH:19][CH:18]=[CH:17][N:16]=2)[CH:4]=1. The catalyst class is: 150. (6) Reactant: [O:1]1[CH2:6][CH2:5][CH2:4][CH2:3][CH:2]1[N:7]1[C:11]2[CH:12]=[CH:13][CH:14]=[C:15]([CH2:16][NH2:17])[C:10]=2[N:9]=[CH:8]1.CCN(C(C)C)C(C)C.Cl[C:28]1[N:33]=[C:32]([NH:34][C:35]2[NH:39][N:38]=[C:37]([CH:40]3[CH2:42][CH2:41]3)[CH:36]=2)[CH:31]=[CH:30][N:29]=1. Product: [CH:40]1([C:37]2[NH:38][N:39]=[C:35]([NH:34][C:32]3[CH:31]=[CH:30][N:29]=[C:28]([NH:17][CH2:16][C:15]4[C:10]5[N:9]=[CH:8][N:7]([CH:2]6[CH2:3][CH2:4][CH2:5][CH2:6][O:1]6)[C:11]=5[CH:12]=[CH:13][CH:14]=4)[N:33]=3)[CH:36]=2)[CH2:42][CH2:41]1. The catalyst class is: 41.